From a dataset of Full USPTO retrosynthesis dataset with 1.9M reactions from patents (1976-2016). Predict the reactants needed to synthesize the given product. Given the product [C:16]([C:14]1[CH:13]=[CH:12][C:8]2[O:9][C:10]([CH3:11])=[C:6]([CH2:4][C:3]3[CH:20]=[CH:21][C:22]([Cl:24])=[CH:23][C:2]=3[Cl:1])[C:7]=2[CH:15]=1)([OH:18])=[O:17], predict the reactants needed to synthesize it. The reactants are: [Cl:1][C:2]1[CH:23]=[C:22]([Cl:24])[CH:21]=[CH:20][C:3]=1[C:4]([C:6]1[C:7]2[CH:15]=[C:14]([C:16]([O:18]C)=[O:17])[CH:13]=[CH:12][C:8]=2[O:9][C:10]=1[CH3:11])=O.CO.[OH-].[Na+].